This data is from Drug-target binding data from BindingDB using IC50 measurements. The task is: Regression. Given a target protein amino acid sequence and a drug SMILES string, predict the binding affinity score between them. We predict pIC50 (pIC50 = -log10(IC50 in M); higher means more potent). Dataset: bindingdb_ic50. (1) The drug is NC1=NC2(c3cc(NC(=O)c4ccc(Cl)cn4)ccc3F)CC2CCS1. The target protein (Q6IE75) has sequence MGALLRALLLPLLAQWLLRAVPVLAPAPFTLPLQVAGAANHRASTVPGLGTPELPRADGLALALEPARATANFLAMVDNLQGDSGRGYYLEMLIGTPPQKVRILVDTGSSNFAVAGAPHSYIDTYFDSESSSTYHSKGFEVTVKYTQGSWTGFVGEDLVTIPKGFNSSFLVNIATIFESENFFLPGIKWNGILGLAYAALAKPSSSLETFFDSLVAQAKIPDIFSMQMCGAGLPVAGSGTNGGSLVLGGIEPSLYKGDIWYTPIKEEWYYQIEILKLEIGGQSLNLDCREYNADKAIVDSGTTLLRLPQKVFDAVVEAVARTSLIPEFSDGFWTGAQLACWTNSETPWAYFPKISIYLRDENASRSFRITILPQLYIQPMMGAGFNYECYRFGISSSTNALVIGATVMEGFYVVFDRAQRRVGFAVSPCAEIAGTTVSEISGPFSTEDIASNCVPAQALNEPILWIVSYALMSVCGAILLVLILLLLFPLHCRHAPRDPE.... The pIC50 is 8.0. (2) The compound is Cc1ncc(F)cc1[C@H]1CCCN1c1ccn2ncc(C(=O)NC3CC3)c2n1. The target protein sequence is LTRLQPHNLADVLTVNPDSPASDPTVFHKRYLKKIRDLGEGHFGKVSLYCYDPTNDGTGEMVAVKALKADCGPQHRSGWKQEIDILRTLYHEHIIKYKGCCEDQGEKSLQLVMEYVPLGSLRDYLPRHSIGLAQLLLFAQQICEGMAYLHAQHYIHRDLAARNVLLDNDRLVKIGDFGLAKAVPEGHEYYRVREDGDSPVFWYAPECLKEYKFYYASDVWSFGVTLYELLTHCDSSQSPPTKFLELIGIAQGQMTVLRLTELLERGERLPRPDKCPCEVYHLMKNCWETEASFRPTFENLIPILKTVHEKYQGQAPSVFSVC. The pIC50 is 6.0. (3) The compound is c1ccc2c(NCCCCc3ccc(OCCCN4CCCCC4)cc3)ccnc2c1. The target protein (Q01984) has sequence MASFMRSLFSDHSRYVESFRRFLNNSTEHQCMQEFMDKKLPGIIARIGETKAEIKILSIGGGAGEIDLQILSKVQAQYPGICINNEVVEPNAEQIVKYKELVAKTSNMENIKFAWHKETSSEYQKRVVEEDEEPPKWDFIHMIQMLYYVKDIPATLKFFHGLLAANAKILIILVSGTSGWEKLWKKYGFRLPRDDLCQYVTSSDLAQILDDLGIKYECYDLLSTMDITDCFIDGNENGDLLWDFLTETCNFIKTAPLDLKEEIMKDLQEPEFSVKKEGKVLFNNNLSFIVVEANV. The pIC50 is 7.1. (4) The compound is CCCCCCCCCCCCCCCC(NCc1ccc(Cl)cc1)=C1C(=O)OC(CO)C1=O. The target protein (P30307) has sequence MSTELFSSTREEGSSGSGPSFRSNQRKMLNLLLERDTSFTVCPDVPRTPVGKFLGDSANLSILSGGTPKRCLDLSNLSSGEITATQLTTSADLDETGHLDSSGLQEVHLAGMNHDQHLMKCSPAQLLCSTPNGLDRGHRKRDAMCSSSANKENDNGNLVDSEMKYLGSPITTVPKLDKNPNLGEDQAEEISDELMEFSLKDQEAKVSRSGLYRSPSMPENLNRPRLKQVEKFKDNTIPDKVKKKYFSGQGKLRKGLCLKKTVSLCDITITQMLEEDSNQGHLIGDFSKVCALPTVSGKHQDLKYVNPETVAALLSGKFQGLIEKFYVIDCRYPYEYLGGHIQGALNLYSQEELFNFFLKKPIVPLDTQKRIIIVFHCEFSSERGPRMCRCLREEDRSLNQYPALYYPELYILKGGYRDFFPEYMELCEPQSYCPMHHQDHKTELLRCRSQSKVQEGERQLREQIALLVKDMSP. The pIC50 is 4.0. (5) The pIC50 is 8.4. The target protein sequence is PEEIRPKEVYLDRKLLTLEDKELGSGNFGTVKKGYYQMKKVVKTVAVKILKNEANDPALKDELLAEANVMQQLDNPYIVRMIGICEAESWMLVMEMAELGPLNKYLQQNRHVKDKNIIELVHQVSMGMKYLEESNFVHRDLAARNVLLVTQHYAKISDFGLSKALRADENYYKAQTHGKWPVKWYAPECINYYKFSSKSDVWSFGVLMWEAFSYGQKPYRGMKGSEVTAMLEKGERMGCPAGCPREMYDLMNLCWTYDVENRPGFAAVELRLRNYYYDVVN. The drug is CCN(c1nc(Nc2ccc3[nH]c(=O)[nH]c3c2)ncc1F)c1cccc2[nH]ncc12. (6) The drug is C[C@H]1NC[C@@H]2C[C@@]21c1cccs1. The target protein sequence is MLLARMKPQVQPELGGADQLPEQPLRPCKTADLLVVKERNGVQCLLASQDGDAQPRETWGKEIDFLLSVVGFAVDLANVWRFPYLCYKNGGGAFLIPYTLFLIIAGMPLFYMELALGQFNREGAATVWKICPFFKGVGYAVILIALYVGFYYNVIIAWSLYYLFASFTLNLPWTNCGHAWNSPNCTDPKLLNASVLGDHTKYSKYKFTPAAEFYERGVLHLHESSGIHDIGLPQWQLLLCLMVVIVVLYFSLWKGVKTSGKVVWITATLPYFVLFVLLVHGVTLPGASNGINAYLHIDFYRLKEATVWIDAATQIFFSLGAGFGVLIAFASYNKFDNNCYRDALLTSTINCVTSFISGFAIFSILGYMAHEHKVKIEDVATEGAGLVFVLYPEAISTLSGSTFWAVLFFLMLLALGLDSSMGGMEAVITGLADDFQVLKRHRKLFTCAVTLGTFLLAMFCITKGGIYVLTLLDTFAAGTSILFAVLMEAIGVSWFYGVDR.... The pIC50 is 6.8. (7) The compound is COc1c(C(C)(C)C)cc(Cc2cnc(N)nc2N)cc1C(C)(C)C. The target protein (Q27713) has sequence MEDLSETFDIYAICACCKVLNDDEKVRCFNNKTFKGIGNAGVLPWKCNLIDMKYFSSVTSYINENNYIRLKWKRDKYMEKHNLKNNVELNTNIISSTNNLQNIVVMGKKSWESIPKKFKPLQNRINIILSRTLKKEDIVNENNNENNNVIIIKSVDDLFPILKCTKYYKCFIIGGSSVYKEFLDRNLIKKIYFTRINNSYNCDVLFPEINENLFKITSISDVYYSNNTTLDFIIYSKTKEINPNEEVPNNTFLGVCDEQNKAFDDEDDYTYFSFNKNKENIKKNSEHAHNFKIYNSIKYKNHPEYQYLNIIYDIIMHGNKQDDRTGVGVLSKFGYMMKFNLNEYFPLLTTKKLFIRGIIEELLWFIRGETNGNTLLEKNVRIWEANGTREFLDNRKLFHREVNDLGPIYGFQWRHFGAEYTDMHDNYKDKGVDQLKNIINLIKNDPTCRRIILCAWNVKNLDQMALPPCHILCQFYVFDGKLSCIMYQRSCDLGLGVPFN.... The pIC50 is 7.9.